Dataset: Catalyst prediction with 721,799 reactions and 888 catalyst types from USPTO. Task: Predict which catalyst facilitates the given reaction. (1) The catalyst class is: 7. Reactant: [F:1][C:2]([F:49])([F:48])[C:3]1[CH:4]=[C:5]([C@H:13]([N:15]([CH3:47])[C:16]([N:18]2[CH2:38][CH2:37][C@:21]3([N:25](C(OC(C)(C)C)=O)[C@H:24]([C:33]([O:35][CH3:36])=[O:34])[CH2:23][CH2:22]3)[CH2:20][C@@H:19]2[C:39]2[CH:44]=[CH:43][C:42]([F:45])=[CH:41][C:40]=2[CH3:46])=[O:17])[CH3:14])[CH:6]=[C:7]([C:9]([F:12])([F:11])[F:10])[CH:8]=1.[Li+].[CH3:51][Si]([N-][Si](C)(C)C)(C)C.IC.C(O)(C(F)(F)F)=O. Product: [F:10][C:9]([F:11])([F:12])[C:7]1[CH:6]=[C:5]([C@H:13]([N:15]([CH3:47])[C:16]([N:18]2[CH2:38][CH2:37][C@:21]3([NH:25][C@:24]([CH3:51])([C:33]([O:35][CH3:36])=[O:34])[CH2:23][CH2:22]3)[CH2:20][C@@H:19]2[C:39]2[CH:44]=[CH:43][C:42]([F:45])=[CH:41][C:40]=2[CH3:46])=[O:17])[CH3:14])[CH:4]=[C:3]([C:2]([F:1])([F:49])[F:48])[CH:8]=1. (2) Reactant: Br[C:2]1[CH:7]=[CH:6][CH:5]=[CH:4][C:3]=1[CH2:8][C:9]([CH:11]1[CH2:16][CH2:15][N:14]([CH2:17][C:18]2[C:23]([O:24][C:25]([CH3:28])([CH3:27])[CH3:26])=[N:22][CH:21]=[CH:20][N:19]=2)[CH2:13][CH2:12]1)=[O:10].[OH-].[Na+].C(OCC)(=O)C.[CH3:37][N:38](C)C=O. Product: [C:25]([O:24][C:23]1[C:18]([CH2:17][N:14]2[CH2:15][CH2:16][CH:11]([C:9](=[O:10])[CH2:8][C:3]3[CH:4]=[CH:5][CH:6]=[CH:7][C:2]=3[C:37]#[N:38])[CH2:12][CH2:13]2)=[N:19][CH:20]=[CH:21][N:22]=1)([CH3:28])([CH3:27])[CH3:26]. The catalyst class is: 507. (3) Reactant: C(OC([N:8]1[CH2:11][CH:10]([NH:12][C:13]2[CH:14]=[C:15]3[C:24](=[CH:25][C:26]=2[C:27]([F:30])([F:29])[F:28])[O:23][CH2:22][C:21]2[N:16]3[C@@H:17]([CH3:32])[C:18](=[O:31])[NH:19][N:20]=2)[CH2:9]1)=O)(C)(C)C.[C:33]([OH:39])([C:35]([F:38])([F:37])[F:36])=[O:34]. Product: [F:36][C:35]([F:38])([F:37])[C:33]([OH:39])=[O:34].[NH:8]1[CH2:9][CH:10]([NH:12][C:13]2[CH:14]=[C:15]3[C:24](=[CH:25][C:26]=2[C:27]([F:30])([F:28])[F:29])[O:23][CH2:22][C:21]2[N:16]3[C@@H:17]([CH3:32])[C:18](=[O:31])[NH:19][N:20]=2)[CH2:11]1. The catalyst class is: 2. (4) Reactant: [N:1]1[CH:6]=[CH:5][CH:4]=[C:3]([C:7]2[S:8][C:9]([C:16]([OH:18])=O)=[C:10]([C:12]([F:15])([F:14])[F:13])[N:11]=2)[CH:2]=1.S(Cl)(Cl)=O.[CH3:23][NH:24][CH3:25]. Product: [CH3:23][N:24]([CH3:25])[C:16]([C:9]1[S:8][C:7]([C:3]2[CH:2]=[N:1][CH:6]=[CH:5][CH:4]=2)=[N:11][C:10]=1[C:12]([F:13])([F:14])[F:15])=[O:18]. The catalyst class is: 1. (5) Reactant: [CH3:1][O:2][C:3](=[O:35])[C:4]1[CH:13]=[CH:12][C:11]([CH2:14][N:15]2[CH:20]([C:21]3[C:26]([CH3:27])=[CH:25][CH:24]=[CH:23][N:22]=3)[CH2:19][CH2:18][CH2:17][CH:16]2[C:28]2[C:33]([CH3:34])=[CH:32][CH:31]=[CH:30][N:29]=2)=[C:6]([C:7]([O:9][CH3:10])=[O:8])[CH:5]=1.[Li+].[BH4-]. Product: [CH3:1][O:2][C:3](=[O:35])[C:4]1[CH:13]=[CH:12][C:11]([CH2:14][N:15]2[CH:16]([C:28]3[C:33]([CH3:34])=[CH:32][CH:31]=[CH:30][N:29]=3)[CH2:17][CH2:18][CH2:19][CH:20]2[C:21]2[C:26]([CH3:27])=[CH:25][CH:24]=[CH:23][N:22]=2)=[C:6]([C:7]([O:9][CH3:10])=[O:8])[CH:5]=1.[CH3:10][O:9][C:7](=[O:8])[C:6]1[CH:5]=[C:4]([CH2:3][OH:2])[CH:13]=[CH:12][C:11]=1[CH2:14][N:15]1[CH:16]([C:28]2[C:33]([CH3:34])=[CH:32][CH:31]=[CH:30][N:29]=2)[CH2:17][CH2:18][CH2:19][CH:20]1[C:21]1[C:26]([CH3:27])=[CH:25][CH:24]=[CH:23][N:22]=1. The catalyst class is: 702. (6) Reactant: CS(O[CH:6]1[CH2:11][CH2:10][CH2:9][N:8]([C:12]2[CH:17]=[CH:16][C:15]([C:18]3[O:19][CH:20]=[CH:21][N:22]=3)=[CH:14][CH:13]=2)[CH2:7]1)(=O)=O.[NH2:23][C@@H:24]1[CH2:29][CH2:28][CH2:27][CH2:26][C@H:25]1[NH:30][C:31](=[O:37])[O:32][C:33]([CH3:36])([CH3:35])[CH3:34]. Product: [O:19]1[CH:20]=[CH:21][N:22]=[C:18]1[C:15]1[CH:16]=[CH:17][C:12]([N:8]2[CH2:9][CH2:10][CH2:11][CH:6]([NH:23][C@@H:24]3[CH2:29][CH2:28][CH2:27][CH2:26][C@H:25]3[NH:30][C:31](=[O:37])[O:32][C:33]([CH3:35])([CH3:34])[CH3:36])[CH2:7]2)=[CH:13][CH:14]=1. The catalyst class is: 10. (7) Reactant: Cl[C:2]1[CH:10]=[C:9]([NH:11][CH2:12][C:13]2[S:14][CH:15]=[CH:16][CH:17]=2)[C:5]([C:6]([NH2:8])=[O:7])=[CH:4][N:3]=1.[NH2:18][C:19]1[CH:24]=[CH:23][C:22]([N:25]2[CH2:30][CH2:29][N:28]([C:31](=[O:33])[CH3:32])[CH2:27][CH2:26]2)=[CH:21][CH:20]=1.C([O-])([O-])=O.[Cs+].[Cs+].C1C=CC(P(C2C(C3C(P(C4C=CC=CC=4)C4C=CC=CC=4)=CC=C4C=3C=CC=C4)=C3C(C=CC=C3)=CC=2)C2C=CC=CC=2)=CC=1. Product: [C:31]([N:28]1[CH2:27][CH2:26][N:25]([C:22]2[CH:23]=[CH:24][C:19]([NH:18][C:2]3[CH:10]=[C:9]([NH:11][CH2:12][C:13]4[S:14][CH:15]=[CH:16][CH:17]=4)[C:5]([C:6]([NH2:8])=[O:7])=[CH:4][N:3]=3)=[CH:20][CH:21]=2)[CH2:30][CH2:29]1)(=[O:33])[CH3:32]. The catalyst class is: 231.